Dataset: Reaction yield outcomes from USPTO patents with 853,638 reactions. Task: Predict the reaction yield, written as a fraction of the theoretical maximum amount of product (1.0 means a 100% yield; for example, 0.34 means a 34% yield). (1) The reactants are CC1(C)COB([C:8]2[CH:31]=[CH:30][C:11]3[C:12]4[N:16]([CH2:17][CH2:18][O:19][C:10]=3[CH:9]=2)[CH:15]=[C:14]([C:20]2[N:21]([CH2:25][C:26]([F:29])([F:28])[F:27])[N:22]=[CH:23][N:24]=2)[N:13]=4)OC1.Cl.N[OH:35].[OH-].[Na+]. The catalyst is O. The product is [F:28][C:26]([F:27])([F:29])[CH2:25][N:21]1[C:20]([C:14]2[N:13]=[C:12]3[C:11]4[CH:30]=[CH:31][C:8]([OH:35])=[CH:9][C:10]=4[O:19][CH2:18][CH2:17][N:16]3[CH:15]=2)=[N:24][CH:23]=[N:22]1. The yield is 0.850. (2) The reactants are [S:1]1[C:5]2[CH:6]=[CH:7][CH:8]=[CH:9][C:4]=2[N:3]=[C:2]1[C:10]1[C:11]([O:20][C@H:21]2[CH2:54][N:24]3[C:25](=[O:53])[C@@H:26]([NH:45][C:46]([O:48][C:49]([CH3:52])([CH3:51])[CH3:50])=[O:47])[CH2:27][CH2:28][CH2:29][CH2:30][CH2:31][C:32]([F:44])([F:43])[CH2:33][C@@H:34]4[CH2:39][C@@:35]4([C:40](O)=[O:41])[NH:36][C:37](=[O:38])[C@@H:23]3[CH2:22]2)=[N:12][C:13]2[C:18]([N:19]=1)=[CH:17][CH:16]=[CH:15][CH:14]=2.C1N=CN(C(N2C=NC=C2)=O)C=1.[CH:67]1([S:70]([NH2:73])(=[O:72])=[O:71])[CH2:69][CH2:68]1.C1CCN2C(=NCCC2)CC1.Cl. The catalyst is ClCCl.ClCCCl. The product is [S:1]1[C:5]2[CH:6]=[CH:7][CH:8]=[CH:9][C:4]=2[N:3]=[C:2]1[C:10]1[C:11]([O:20][C@H:21]2[CH2:54][N:24]3[C:25](=[O:53])[C@@H:26]([NH:45][C:46](=[O:47])[O:48][C:49]([CH3:51])([CH3:52])[CH3:50])[CH2:27][CH2:28][CH2:29][CH2:30][CH2:31][C:32]([F:44])([F:43])[CH2:33][C@@H:34]4[CH2:39][C@@:35]4([C:40](=[O:41])[NH:73][S:70]([CH:67]4[CH2:69][CH2:68]4)(=[O:72])=[O:71])[NH:36][C:37](=[O:38])[C@@H:23]3[CH2:22]2)=[N:12][C:13]2[C:18]([N:19]=1)=[CH:17][CH:16]=[CH:15][CH:14]=2. The yield is 0.740. (3) The reactants are [NH2:1][C:2]1[CH:7]=[C:6]([Cl:8])[CH:5]=[CH:4][N:3]=1.O.N1C2C(=CC=C3C=2N=CC=C3)C=CC=1.[C:24](#[N:31])[C:25]1[CH:30]=[CH:29][CH:28]=[CH:27][CH:26]=1. The catalyst is [Cu]Cl. The product is [Cl:8][C:6]1[CH:5]=[CH:4][N:3]2[N:31]=[C:24]([C:25]3[CH:30]=[CH:29][CH:28]=[CH:27][CH:26]=3)[N:1]=[C:2]2[CH:7]=1. The yield is 0.790. (4) The reactants are S(=O)(=O)(O)O.[N+]([O-])(O)=O.[CH:10]12[CH2:19][CH:14]3[CH2:15][CH:16]([CH2:18][CH:12]([CH2:13]3)[CH:11]1[NH2:20])[CH2:17]2.[OH-:21].[Na+]. The catalyst is O. The product is [NH2:20][CH:11]1[CH:12]2[CH2:18][C:16]3([OH:21])[CH2:15][CH:14]([CH2:19][CH:10]1[CH2:17]3)[CH2:13]2. The yield is 0.610. (5) The reactants are [NH2:1][C@H:2]1[CH2:7][CH2:6][N:5]([CH2:8][CH:9]2[C:13]3=[C:14]([F:22])[CH:15]=[N:16][C:17]4[CH:18]=[CH:19][C:20](=[O:21])[N:11]([C:12]=43)[CH2:10]2)[CH2:4][C@H:3]1[F:23].[O:24]=[C:25]1[CH2:30][O:29][C:28]2[CH:31]=[CH:32][C:33]([CH:35]=O)=[N:34][C:27]=2[NH:26]1.[Cl:37]CCl.CO. No catalyst specified. The product is [ClH:37].[F:22][C:14]1[CH:15]=[N:16][C:17]2[CH:18]=[CH:19][C:20](=[O:21])[N:11]3[CH2:10][CH:9]([CH2:8][N:5]4[CH2:6][CH2:7][C@H:2]([NH:1][CH2:35][C:33]5[CH:32]=[CH:31][C:28]6[O:29][CH2:30][C:25](=[O:24])[NH:26][C:27]=6[N:34]=5)[C@H:3]([F:23])[CH2:4]4)[C:13]=1[C:12]=23. The yield is 0.880. (6) The reactants are [NH:1]1[C:9]2[C:4](=[CH:5][C:6]([B:10]3[O:18][C:15]([CH3:17])([CH3:16])[C:12]([CH3:14])([CH3:13])[O:11]3)=[CH:7][CH:8]=2)[CH:3]=[N:2]1.C([O-])([O-])=O.[K+].[K+].[CH3:25][C:26]1([CH3:29])[CH2:28][O:27]1. The catalyst is CN(C=O)C. The product is [CH3:25][C:26]([OH:27])([CH3:29])[CH2:28][N:1]1[C:9]2[C:4](=[CH:5][C:6]([B:10]3[O:11][C:12]([CH3:13])([CH3:14])[C:15]([CH3:17])([CH3:16])[O:18]3)=[CH:7][CH:8]=2)[CH:3]=[N:2]1.[CH3:25][C:26]([OH:27])([CH3:29])[CH2:28][N:2]1[CH:3]=[C:4]2[C:9]([CH:8]=[CH:7][C:6]([B:10]3[O:11][C:12]([CH3:13])([CH3:14])[C:15]([CH3:17])([CH3:16])[O:18]3)=[CH:5]2)=[N:1]1. The yield is 0.540. (7) The reactants are S(Cl)(Cl)=O.[NH2:5][C:6]1(C(O)=O)[C:11]([Cl:12])=[CH:10][N:9]=[C:8]([C:13]2[CH:18]=[CH:17][CH:16]=[CH:15][N:14]=2)[NH:7]1.[C:22](=[O:25])(O)[O-:23].[Na+].[CH2:27](O)[CH3:28]. No catalyst specified. The product is [NH2:5][C:6]1[C:11]([Cl:12])=[C:10]([C:22]([O:23][CH2:27][CH3:28])=[O:25])[N:9]=[C:8]([C:13]2[CH:18]=[CH:17][CH:16]=[CH:15][N:14]=2)[N:7]=1. The yield is 0.680. (8) The reactants are [Br:1][C:2]1[CH:3]=[C:4]([O:17][CH:18]([CH3:20])[CH3:19])[C:5]([CH3:16])=[C:6]([CH:15]=1)[CH2:7][NH:8][CH2:9][CH:10]([O:13][CH3:14])[O:11][CH3:12].C([O-])([O-])=O.[Na+].[Na+].[S:27](Cl)([C:30]1[CH:36]=[CH:35][C:33]([CH3:34])=[CH:32][CH:31]=1)(=[O:29])=[O:28]. The catalyst is C1COCC1.O. The product is [Br:1][C:2]1[CH:3]=[C:4]([O:17][CH:18]([CH3:20])[CH3:19])[C:5]([CH3:16])=[C:6]([CH:15]=1)[CH2:7][N:8]([CH2:9][CH:10]([O:11][CH3:12])[O:13][CH3:14])[S:27]([C:30]1[CH:36]=[CH:35][C:33]([CH3:34])=[CH:32][CH:31]=1)(=[O:29])=[O:28]. The yield is 0.930. (9) The reactants are [Cl:1][C:2]1[C:3]([O:12][C:13]2[CH:18]=[C:17]([O:19][CH2:20][CH2:21][O:22][CH3:23])[CH:16]=[CH:15][C:14]=2/[CH:24]=[C:25](\[CH3:29])/[C:26]([OH:28])=O)=[N:4][CH:5]=[C:6]([C:8]([F:11])([F:10])[F:9])[CH:7]=1.Cl.C(N=C=NCCCN(C)C)C.[CH3:42][O:43][CH2:44][CH2:45][CH2:46][NH:47][S:48]([NH2:51])(=[O:50])=[O:49].Cl. The catalyst is C(#N)C.CN(C)C1C=CN=CC=1.C(OCC)(=O)C. The product is [Cl:1][C:2]1[C:3]([O:12][C:13]2[CH:18]=[C:17]([O:19][CH2:20][CH2:21][O:22][CH3:23])[CH:16]=[CH:15][C:14]=2/[CH:24]=[C:25](\[CH3:29])/[C:26]([NH:51][S:48]([NH:47][CH2:46][CH2:45][CH2:44][O:43][CH3:42])(=[O:50])=[O:49])=[O:28])=[N:4][CH:5]=[C:6]([C:8]([F:11])([F:10])[F:9])[CH:7]=1. The yield is 0.280.